This data is from Forward reaction prediction with 1.9M reactions from USPTO patents (1976-2016). The task is: Predict the product of the given reaction. (1) Given the reactants [NH:1]([C:3]1[CH:4]=[N:5][CH:6]=[CH:7][C:8]=1[CH3:9])[NH2:2].[C:10]([CH:18]([C:24](=O)[CH3:25])[CH2:19][C:20]([O:22][CH3:23])=[O:21])(=O)[C:11]1[CH:16]=[CH:15][CH:14]=[CH:13][CH:12]=1, predict the reaction product. The product is: [CH3:25][C:24]1[C:18]([CH2:19][C:20]([O:22][CH3:23])=[O:21])=[C:10]([C:11]2[CH:16]=[CH:15][CH:14]=[CH:13][CH:12]=2)[N:1]([C:3]2[CH:4]=[N:5][CH:6]=[CH:7][C:8]=2[CH3:9])[N:2]=1. (2) Given the reactants [F:1][C:2]1[CH:7]=[CH:6][CH:5]=[CH:4][C:3]=1B(O)O.C([O-])([O-])=O.[Cs+].[Cs+].[F:17][C:18]1[CH:26]=[CH:25][CH:24]=[CH:23][C:19]=1[C:20](Cl)=[O:21], predict the reaction product. The product is: [F:1][C:2]1[CH:7]=[CH:6][CH:5]=[CH:4][C:3]=1[C:20]([C:19]1[CH:23]=[CH:24][CH:25]=[CH:26][C:18]=1[F:17])=[O:21]. (3) The product is: [CH2:22]([O:21][C:19]([C:9]1[C:10]2[NH:11][C:12]3[CH:13]=[C:14]([N+:1]([O-:4])=[O:2])[CH:15]=[CH:16][C:17]=3[C:18]=2[CH2:5][CH2:6][NH:7][CH:8]=1)=[O:20])[CH3:23]. Given the reactants [N+:1]([O-:4])(O)=[O:2].[CH2:5]1[C:18]2[C:17]3[CH:16]=[CH:15][CH:14]=[CH:13][C:12]=3[NH:11][C:10]=2[C:9]([C:19]([O:21][CH2:22][CH3:23])=[O:20])=[CH:8][NH:7][CH2:6]1.[OH-].[NH4+], predict the reaction product.